This data is from Catalyst prediction with 721,799 reactions and 888 catalyst types from USPTO. The task is: Predict which catalyst facilitates the given reaction. (1) Product: [I:1]/[CH:17]=[CH:16]/[C:15]1[CH:21]=[CH:22][C:12]([O:11][CH3:10])=[CH:13][CH:14]=1. Reactant: [I:1]N1C(C)(C)COC1=O.[CH3:10][O:11][C:12]1[CH:22]=[CH:21][C:15]([CH:16]=[CH:17]C(O)=O)=[CH:14][CH:13]=1.CCN(CC)CC. The catalyst class is: 2. (2) Reactant: [NH:1]1[CH2:6][CH2:5][O:4][CH2:3][CH2:2]1.C(=O)([O-])[O-].[K+].[K+].Br[CH2:14][C:15]([NH:17][C:18]1[CH:23]=[CH:22][C:21]([N+:24]([O-:26])=[O:25])=[CH:20][CH:19]=1)=[O:16]. Product: [O:4]1[CH2:5][CH2:6][N:1]([CH2:14][C:15]([NH:17][C:18]2[CH:19]=[CH:20][C:21]([N+:24]([O-:26])=[O:25])=[CH:22][CH:23]=2)=[O:16])[CH2:2][CH2:3]1. The catalyst class is: 21. (3) Reactant: [CH3:1][N:2]1[C:11]2[C:6](=[CH:7][CH:8]=[CH:9][CH:10]=2)[NH:5][C:4]([CH3:13])([CH3:12])[C:3]1=[O:14].[N+:15]([O-])([OH:17])=[O:16].[OH-].[Na+]. Product: [CH3:1][N:2]1[C:11]2[C:6](=[CH:7][C:8]([N+:15]([O-:17])=[O:16])=[CH:9][CH:10]=2)[NH:5][C:4]([CH3:12])([CH3:13])[C:3]1=[O:14]. The catalyst class is: 82.